The task is: Predict which catalyst facilitates the given reaction.. This data is from Catalyst prediction with 721,799 reactions and 888 catalyst types from USPTO. (1) Reactant: [CH3:1][N:2]1[CH:6]=[CH:5][CH:4]=[CH:3]1.[CH:7]1[C:16]2[C:11](=[CH:12][CH:13]=[CH:14][CH:15]=2)[CH:10]=[CH:9][C:8]=1[C:17](Cl)=[O:18]. Product: [CH:7]1[C:16]2[C:11](=[CH:12][CH:13]=[CH:14][CH:15]=2)[CH:10]=[CH:9][C:8]=1[C:17]([C:3]1[N:2]([CH3:1])[CH:6]=[CH:5][CH:4]=1)=[O:18]. The catalyst class is: 11. (2) Reactant: Cl.[NH:2]1[CH2:7][CH2:6][CH:5]([C:8]2[CH:13]=[CH:12][C:11]([C:14]3[CH:15]=[CH:16][C:17]([NH:20][C:21]4[CH:22]=[N:23][C:24]([C:27]([F:30])([F:29])[F:28])=[CH:25][CH:26]=4)=[N:18][CH:19]=3)=[CH:10][CH:9]=2)[CH2:4][CH2:3]1.C(N(CC)C(C)C)(C)C.[CH2:40]([O:42][C:43](=[O:47])[C:44](Cl)=[O:45])[CH3:41]. Product: [CH2:40]([O:42][C:43](=[O:47])[C:44](=[O:45])[N:2]1[CH2:7][CH2:6][CH:5]([C:8]2[CH:9]=[CH:10][C:11]([C:14]3[CH:19]=[N:18][C:17]([NH:20][C:21]4[CH:22]=[N:23][C:24]([C:27]([F:30])([F:29])[F:28])=[CH:25][CH:26]=4)=[CH:16][CH:15]=3)=[CH:12][CH:13]=2)[CH2:4][CH2:3]1)[CH3:41]. The catalyst class is: 2. (3) Reactant: C(OC([N:8]1[CH2:14][CH2:13][CH2:12][CH:11]([N:15]([C:31](=[O:33])[CH3:32])[CH2:16][C:17]2[CH:22]=[C:21]([C:23]([F:26])([F:25])[F:24])[CH:20]=[C:19]([C:27]([F:30])([F:29])[F:28])[CH:18]=2)[C:10]2[CH:34]=[CH:35][C:36]([Cl:38])=[CH:37][C:9]1=2)=O)(C)(C)C.FC(F)(F)C(O)=O.C(=O)(O)[O-].[Na+]. Product: [F:30][C:27]([F:28])([F:29])[C:19]1[CH:18]=[C:17]([CH:22]=[C:21]([C:23]([F:24])([F:25])[F:26])[CH:20]=1)[CH2:16][N:15]([CH:11]1[CH2:12][CH2:13][CH2:14][NH:8][C:9]2[CH:37]=[C:36]([Cl:38])[CH:35]=[CH:34][C:10]1=2)[C:31](=[O:33])[CH3:32]. The catalyst class is: 4. (4) Reactant: [OH:1][C@H:2]([CH2:24][NH:25][CH2:26][C:27]1[CH:28]=[N:29][CH:30]=[C:31]([CH:33]([CH3:35])[CH3:34])[CH:32]=1)[C@@H:3]([NH:11][C:12]([C:14]1[CH:15]=[C:16]([CH:21]=[CH:22][CH:23]=1)[C:17]([O:19]C)=[O:18])=[O:13])[CH2:4][C:5]1[CH:10]=[CH:9][CH:8]=[CH:7][CH:6]=1.[OH-].[Na+]. Product: [OH:1][C@H:2]([CH2:24][NH:25][CH2:26][C:27]1[CH:28]=[N:29][CH:30]=[C:31]([CH:33]([CH3:35])[CH3:34])[CH:32]=1)[C@@H:3]([NH:11][C:12]([C:14]1[CH:15]=[C:16]([CH:21]=[CH:22][CH:23]=1)[C:17]([OH:19])=[O:18])=[O:13])[CH2:4][C:5]1[CH:6]=[CH:7][CH:8]=[CH:9][CH:10]=1. The catalyst class is: 92.